Dataset: Full USPTO retrosynthesis dataset with 1.9M reactions from patents (1976-2016). Task: Predict the reactants needed to synthesize the given product. (1) Given the product [B:1]([OH:6])([OH:4])[OH:2].[B:1]([O:6][CH3:7])([O:4][CH3:5])[O:2][CH3:3], predict the reactants needed to synthesize it. The reactants are: [B:1]([O:6][CH3:7])([O:4][CH3:5])[O:2][CH3:3].C(OCCOCCO)(=O)C(C)=C.COCCOCCOCCO. (2) Given the product [OH:1][CH:2]1[CH2:7][CH2:6][CH2:5][N:4]([NH:8][C:9]([C:11]2[N:12]=[C:13]([C:31]3[CH:36]=[CH:35][C:34]([Cl:37])=[CH:33][C:32]=3[Cl:38])[N:14]([C:17]3[CH:18]=[CH:19][C:20]([OH:23])=[CH:21][CH:22]=3)[C:15]=2[CH3:16])=[O:10])[CH2:3]1, predict the reactants needed to synthesize it. The reactants are: [OH:1][CH:2]1[CH2:7][CH2:6][CH2:5][N:4]([NH:8][C:9]([C:11]2[N:12]=[C:13]([C:31]3[CH:36]=[CH:35][C:34]([Cl:37])=[CH:33][C:32]=3[Cl:38])[N:14]([C:17]3[CH:22]=[CH:21][C:20]([O:23]CC4C=CC=CC=4)=[CH:19][CH:18]=3)[C:15]=2[CH3:16])=[O:10])[CH2:3]1.CSC.B(F)(F)F.CCOCC.O1CCOCC1. (3) Given the product [NH2:33][C:34]1[S:38][C:37]([C:39]2[C:44]([F:45])=[CH:43][CH:42]=[CH:41][C:40]=2[F:46])=[N:36][C:35]=1[C:47]([NH:15][C:10]1[CH:11]=[N:12][N:13]([CH3:14])[C:9]=1[N:7]1[CH2:6][CH2:5][CH:4]([NH2:18])[CH2:3][CH:2]([F:1])[CH2:8]1)=[O:48], predict the reactants needed to synthesize it. The reactants are: [F:1][CH:2]1[CH2:8][N:7]([C:9]2[N:13]([CH3:14])[N:12]=[CH:11][C:10]=2[N+:15]([O-])=O)[CH2:6][CH2:5][CH:4]([NH:18]C(=O)OC(C)(C)C)[CH2:3]1.C(OC([NH:33][C:34]1[S:38][C:37]([C:39]2[C:44]([F:45])=[CH:43][CH:42]=[CH:41][C:40]=2[F:46])=[N:36][C:35]=1[C:47](O)=[O:48])=O)(C)(C)C.CO.C(Cl)Cl.N.